Task: Predict the reactants needed to synthesize the given product.. Dataset: Full USPTO retrosynthesis dataset with 1.9M reactions from patents (1976-2016) (1) Given the product [CH:7]1([C:10]2[CH:11]=[C:12]([C:31]3[CH:32]=[C:33]([F:38])[CH:34]=[C:35]([F:37])[CH:36]=3)[CH:13]=[CH:14][C:15]=2[N:16]2[C:25]3[C:20](=[CH:21][C:22]([S:26]([NH:1][C:2]4[CH:6]=[CH:5][O:4][N:3]=4)(=[O:28])=[O:27])=[CH:23][CH:24]=3)[CH:19]=[CH:18][C:17]2=[O:30])[CH2:9][CH2:8]1, predict the reactants needed to synthesize it. The reactants are: [NH2:1][C:2]1[CH:6]=[CH:5][O:4][N:3]=1.[CH:7]1([C:10]2[CH:11]=[C:12]([C:31]3[CH:36]=[C:35]([F:37])[CH:34]=[C:33]([F:38])[CH:32]=3)[CH:13]=[CH:14][C:15]=2[N:16]2[C:25]3[C:20](=[CH:21][C:22]([S:26](Cl)(=[O:28])=[O:27])=[CH:23][CH:24]=3)[CH:19]=[CH:18][C:17]2=[O:30])[CH2:9][CH2:8]1.[Li+].C[Si]([N-][Si](C)(C)C)(C)C.C(O)(C(F)(F)F)=O. (2) Given the product [O:12]1[C:13]2[C:14](=[N:15][CH:16]=[CH:17][CH:18]=2)[O:19][C@@H:10]([CH2:9][N:8]([CH2:7][C:1]2[CH:2]=[CH:3][CH:4]=[CH:5][CH:6]=2)[CH2:22][CH2:21][C:20]#[N:23])[CH2:11]1, predict the reactants needed to synthesize it. The reactants are: [C:1]1([CH2:7][NH:8][CH2:9][C@@H:10]2[O:19][C:14]3=[N:15][CH:16]=[CH:17][CH:18]=[C:13]3[O:12][CH2:11]2)[CH:6]=[CH:5][CH:4]=[CH:3][CH:2]=1.[C:20](#[N:23])[CH:21]=[CH2:22].